From a dataset of Full USPTO retrosynthesis dataset with 1.9M reactions from patents (1976-2016). Predict the reactants needed to synthesize the given product. (1) The reactants are: C([O:3][C:4](=[O:23])[C:5]([O:15][C:16]1[CH:21]=[CH:20][CH:19]=[CH:18][C:17]=1[F:22])([CH3:14])[CH2:6][C:7]1[CH:12]=[CH:11][C:10]([OH:13])=[CH:9][CH:8]=1)C.[CH3:24][C:25]1[O:29][C:28]([C:30]2[S:31][CH:32]=[CH:33][CH:34]=2)=[N:27][C:26]=1[CH2:35][CH2:36]OS(C1C=CC(C)=CC=1)(=O)=O. Given the product [F:22][C:17]1[CH:18]=[CH:19][CH:20]=[CH:21][C:16]=1[O:15][C:5]([CH3:14])([CH2:6][C:7]1[CH:8]=[CH:9][C:10]([O:13][CH2:36][CH2:35][C:26]2[N:27]=[C:28]([C:30]3[S:31][CH:32]=[CH:33][CH:34]=3)[O:29][C:25]=2[CH3:24])=[CH:11][CH:12]=1)[C:4]([OH:3])=[O:23], predict the reactants needed to synthesize it. (2) Given the product [I:4]/[CH:2]=[CH:11]/[C:12]1[CH:17]=[CH:16][CH:15]=[CH:14][CH:13]=1, predict the reactants needed to synthesize it. The reactants are: I[CH:2]([I:4])I.N1([CH2:11][C:12]2[CH:17]=[CH:16][C:15](/C=C/C#[C:11][C:12]3[CH:17]=[CH:16][C:15](C(O)=O)=[CH:14][CH:13]=3)=[CH:14][CH:13]=2)CCOCC1. (3) Given the product [C:1]1([CH2:7][CH2:8][C:9]2[N:13]([CH2:14][C:15]3[CH:20]=[CH:19][C:18]([CH:21]=[O:22])=[CH:17][CH:16]=3)[N:12]=[C:11]([C:23]3[CH:24]=[CH:25][C:26]([C:29]([F:32])([F:31])[F:30])=[CH:27][CH:28]=3)[CH:10]=2)[CH:6]=[CH:5][CH:4]=[CH:3][CH:2]=1, predict the reactants needed to synthesize it. The reactants are: [C:1]1([CH2:7][CH2:8][C:9]2[N:13]([CH2:14][C:15]3[CH:20]=[CH:19][C:18]([CH2:21][OH:22])=[CH:17][CH:16]=3)[N:12]=[C:11]([C:23]3[CH:28]=[CH:27][C:26]([C:29]([F:32])([F:31])[F:30])=[CH:25][CH:24]=3)[CH:10]=2)[CH:6]=[CH:5][CH:4]=[CH:3][CH:2]=1. (4) Given the product [CH3:35][C@@H:33]1[O:34][C:37]([C:19]2[CH:23]=[CH:24][CH:25]=[C:17]([N:14]3[CH2:13][C@H:12]4[N:8]([CH2:9][CH2:10][CH2:11]4)[C:7]4[N:26]=[C:3]([S:2][CH3:1])[N:4]=[CH:5][C:6]=4[C:15]3=[O:16])[CH:18]=2)=[N:32][C@@H:31]1[C:30]([O:29][CH3:28])=[O:36], predict the reactants needed to synthesize it. The reactants are: [CH3:1][S:2][C:3]1[N:4]=[CH:5][C:6]2[C:15](=[O:16])[N:14]([C:17]3[CH:18]=[C:19]([CH:23]=[CH:24][CH:25]=3)C(O)=O)[CH2:13][C@H:12]3[N:8]([CH2:9][CH2:10][CH2:11]3)[C:7]=2[N:26]=1.Cl.[CH3:28][O:29][C:30](=[O:36])[C@H:31]([C@@H:33]([CH3:35])[OH:34])[NH2:32].[CH2:37](N(CC)CC)C.Cl.C(N=C=NCCCN(C)C)C.ON1C2C=CC=CC=2N=N1.S(Cl)(Cl)=O.C(=O)(O)[O-].[Na+].